Dataset: Catalyst prediction with 721,799 reactions and 888 catalyst types from USPTO. Task: Predict which catalyst facilitates the given reaction. Reactant: COC([CH:5]1[C:20](=[O:21])[CH2:19][C:8]2([CH2:11][N:10]([C:12]([O:14][C:15]([CH3:18])([CH3:17])[CH3:16])=[O:13])[CH2:9]2)[NH:7][C:6]1=[O:22])=O. Product: [C:15]([O:14][C:12]([N:10]1[CH2:11][C:8]2([CH2:19][C:20](=[O:21])[CH2:5][C:6](=[O:22])[NH:7]2)[CH2:9]1)=[O:13])([CH3:18])([CH3:16])[CH3:17]. The catalyst class is: 47.